Dataset: Forward reaction prediction with 1.9M reactions from USPTO patents (1976-2016). Task: Predict the product of the given reaction. (1) Given the reactants [NH2:1]/[C:2](=[N:28]\[OH:29])/[CH2:3][CH2:4][CH2:5][C:6]1[N:10]([C:11]2[CH:16]=[CH:15][C:14]([C:17]([NH:19][CH2:20][CH3:21])=[O:18])=[CH:13][CH:12]=2)[N:9]=[N:8][C:7]=1[C:22]([NH:24][CH:25]1[CH2:27][CH2:26]1)=[O:23].[C:30](N1C=CN=C1)(N1C=CN=C1)=[O:31].C1CCN2C(=NCCC2)CC1, predict the reaction product. The product is: [CH:25]1([NH:24][C:22]([C:7]2[N:8]=[N:9][N:10]([C:11]3[CH:12]=[CH:13][C:14]([C:17]([NH:19][CH2:20][CH3:21])=[O:18])=[CH:15][CH:16]=3)[C:6]=2[CH2:5][CH2:4][CH2:3][C:2]2[NH:1][C:30](=[O:31])[O:29][N:28]=2)=[O:23])[CH2:27][CH2:26]1. (2) Given the reactants [F:1][C:2]1[CH:3]=[C:4]([CH:7]=[CH:8][C:9]=1[N:10]1[CH2:15][CH2:14][N:13]([C:16](=[O:28])[C:17]2[CH:22]=[C:21]([S:23]([CH3:26])(=[O:25])=[O:24])[CH:20]=[CH:19][C:18]=2I)[CH2:12][CH2:11]1)[C:5]#[N:6].[CH3:29][C:30]1[CH:31]=[N:32][NH:33][CH:34]=1, predict the reaction product. The product is: [F:1][C:2]1[CH:3]=[C:4]([CH:7]=[CH:8][C:9]=1[N:10]1[CH2:15][CH2:14][N:13]([C:16](=[O:28])[C:17]2[CH:22]=[C:21]([S:23]([CH3:26])(=[O:25])=[O:24])[CH:20]=[CH:19][C:18]=2[N:32]2[CH:31]=[C:30]([CH3:29])[CH:34]=[N:33]2)[CH2:12][CH2:11]1)[C:5]#[N:6]. (3) Given the reactants C([O:3][C:4](=[O:35])[C:5]1[CH:10]=[CH:9][CH:8]=[C:7]([N:11]2[C:15]([CH3:16])=[CH:14][CH:13]=[C:12]2[C:17]2[CH:22]=[C:21]([C:23]([F:26])([F:25])[F:24])[CH:20]=[CH:19][C:18]=2[O:27][CH2:28][C:29]2[CH:34]=[CH:33][CH:32]=[CH:31][CH:30]=2)[CH:6]=1)C.[OH-].[Na+].CCO, predict the reaction product. The product is: [F:26][C:23]([F:24])([F:25])[C:21]1[CH:20]=[CH:19][C:18]([O:27][CH2:28][C:29]2[CH:30]=[CH:31][CH:32]=[CH:33][CH:34]=2)=[C:17]([C:12]2[N:11]([C:7]3[CH:6]=[C:5]([CH:10]=[CH:9][CH:8]=3)[C:4]([OH:35])=[O:3])[C:15]([CH3:16])=[CH:14][CH:13]=2)[CH:22]=1. (4) Given the reactants [C:1]1([CH2:7][CH2:8][CH2:9][CH2:10][OH:11])[CH:6]=[CH:5][CH:4]=[CH:3][CH:2]=1.C1C=C[NH+]=CC=1.C1C=C[NH+]=CC=1.[O-][Cr](O[Cr]([O-])(=O)=O)(=O)=O, predict the reaction product. The product is: [C:1]1([CH2:7][CH2:8][CH2:9][CH:10]=[O:11])[CH:6]=[CH:5][CH:4]=[CH:3][CH:2]=1. (5) Given the reactants [C:1]([O:5][C:6]([NH:8][C@H:9]([CH3:14])[C:10](OC)=[O:11])=[O:7])([CH3:4])([CH3:3])[CH3:2].[H-].C([Al+]CC(C)C)C(C)C, predict the reaction product. The product is: [O:11]=[CH:10][C@H:9]([NH:8][C:6](=[O:7])[O:5][C:1]([CH3:4])([CH3:3])[CH3:2])[CH3:14]. (6) Given the reactants [Br:1][C:2]1[CH:22]=[CH:21][C:5]2[O:6][CH2:7][CH:8]([CH2:19][OH:20])[C:9]3[S:13][C:12]([C:14]([O:16][CH2:17][CH3:18])=[O:15])=[N:11][C:10]=3[C:4]=2[CH:3]=1.[CH3:23]I, predict the reaction product. The product is: [Br:1][C:2]1[CH:22]=[CH:21][C:5]2[O:6][CH2:7][CH:8]([CH2:19][O:20][CH3:23])[C:9]3[S:13][C:12]([C:14]([O:16][CH2:17][CH3:18])=[O:15])=[N:11][C:10]=3[C:4]=2[CH:3]=1.